Predict the reactants needed to synthesize the given product. From a dataset of Full USPTO retrosynthesis dataset with 1.9M reactions from patents (1976-2016). (1) Given the product [OH:5][C:6]1[CH:11]=[N:10][C:9]([C:12]2[CH:13]=[C:14]([CH:18]=[CH:19][CH:20]=2)[C:15]([O:17][CH3:21])=[O:16])=[N:8][CH:7]=1, predict the reactants needed to synthesize it. The reactants are: S(Cl)(Cl)=O.[OH:5][C:6]1[CH:7]=[N:8][C:9]([C:12]2[CH:13]=[C:14]([CH:18]=[CH:19][CH:20]=2)[C:15]([OH:17])=[O:16])=[N:10][CH:11]=1.[CH3:21]O. (2) Given the product [O:9]1[C:10]2[CH:16]=[CH:15][CH:14]=[CH:13][C:11]=2[N:12]=[C:8]1[C:5]1[CH:6]=[CH:7][C:2]([C:28]2[CH:29]=[CH:30][C:31]3[N:32]([C:36]4[CH:41]=[CH:40][CH:39]=[CH:38][CH:37]=4)[C:33]4[C:25]([C:26]=3[CH:27]=2)=[CH:24][C:23]([C:17]2[CH:22]=[CH:21][CH:20]=[CH:19][CH:18]=2)=[CH:35][CH:34]=4)=[CH:3][CH:4]=1, predict the reactants needed to synthesize it. The reactants are: Br[C:2]1[CH:7]=[CH:6][C:5]([C:8]2[O:9][C:10]3[CH:16]=[CH:15][CH:14]=[CH:13][C:11]=3[N:12]=2)=[CH:4][CH:3]=1.[C:17]1([C:23]2[CH:24]=[C:25]3[C:33](=[CH:34][CH:35]=2)[N:32]([C:36]2[CH:41]=[CH:40][CH:39]=[CH:38][CH:37]=2)[C:31]2[CH:30]=[CH:29][C:28](B(O)O)=[CH:27][C:26]3=2)[CH:22]=[CH:21][CH:20]=[CH:19][CH:18]=1.C1(C)C=CC=CC=1P(C1C=CC=CC=1C)C1C=CC=CC=1C.C(=O)([O-])[O-].[K+].[K+].